This data is from Forward reaction prediction with 1.9M reactions from USPTO patents (1976-2016). The task is: Predict the product of the given reaction. The product is: [CH2:27]([N:8]([CH2:1][C:2]1[CH:3]=[CH:4][CH:5]=[CH:6][CH:7]=1)[C@@H:9]([CH2:16][C:17]1[CH:22]=[CH:21][C:20]([C:23]([F:26])([F:25])[F:24])=[CH:19][CH:18]=1)[CH:10]=[O:11])[C:28]1[CH:33]=[CH:32][CH:31]=[CH:30][CH:29]=1. Given the reactants [CH2:1]([N:8]([CH2:27][C:28]1[CH:33]=[CH:32][CH:31]=[CH:30][CH:29]=1)[C@@H:9]([CH2:16][C:17]1[CH:22]=[CH:21][C:20]([C:23]([F:26])([F:25])[F:24])=[CH:19][CH:18]=1)[C:10](N(OC)C)=[O:11])[C:2]1[CH:7]=[CH:6][CH:5]=[CH:4][CH:3]=1.C1COCC1.[H-].[Al+3].[Li+].[H-].[H-].[H-], predict the reaction product.